Task: Regression/Classification. Given a drug SMILES string, predict its absorption, distribution, metabolism, or excretion properties. Task type varies by dataset: regression for continuous measurements (e.g., permeability, clearance, half-life) or binary classification for categorical outcomes (e.g., BBB penetration, CYP inhibition). Dataset: b3db_classification.. Dataset: Blood-brain barrier permeability classification from the B3DB database The molecule is CC(=O)O[C@]1(C(C)=O)CC[C@H]2[C@@H]3C=C(C)C4=CC(=O)CC[C@]4(C)[C@H]3CC[C@@]21C. The result is 0 (does not penetrate BBB).